From a dataset of Full USPTO retrosynthesis dataset with 1.9M reactions from patents (1976-2016). Predict the reactants needed to synthesize the given product. Given the product [CH:1]1([N:7]2[C:11](=[O:12])[C:10]([NH:13][C:14]([C:16]3[C:20]([CH3:21])=[C:19]([CH2:22][CH2:23][C:24]([CH3:26])([CH3:25])[CH3:27])[O:18][N:17]=3)=[O:15])=[C:9]([CH3:28])[N:8]2[CH3:29])[CH2:2][CH2:3][CH2:4][CH2:5][CH2:6]1, predict the reactants needed to synthesize it. The reactants are: [CH:1]1([N:7]2[C:11](=[O:12])[C:10]([NH:13][C:14]([C:16]3[C:20]([CH3:21])=[C:19]([C:22]#[C:23][C:24]([CH3:27])([CH3:26])[CH3:25])[O:18][N:17]=3)=[O:15])=[C:9]([CH3:28])[N:8]2[CH3:29])[CH2:6][CH2:5][CH2:4][CH2:3][CH2:2]1.